Dataset: Reaction yield outcomes from USPTO patents with 853,638 reactions. Task: Predict the reaction yield, written as a fraction of the theoretical maximum amount of product (1.0 means a 100% yield; for example, 0.34 means a 34% yield). The reactants are [CH3:1][O:2][C:3]1[C:12]([NH:13][C:14](=[O:18])OCC)=[N:11][C:10]2[C:5](=[CH:6][CH:7]=[C:8]([O:19][CH3:20])[CH:9]=2)[N:4]=1.[C:21]([C:23]1[CH:28]=[CH:27][CH:26]=[CH:25][C:24]=1[N:29]1[CH2:34][CH2:33][NH:32][CH2:31][CH2:30]1)#[N:22]. No catalyst specified. The product is [CH3:1][O:2][C:3]1[C:12]([NH:13][C:14]([N:32]2[CH2:31][CH2:30][N:29]([C:24]3[CH:25]=[CH:26][CH:27]=[CH:28][C:23]=3[C:21]#[N:22])[CH2:34][CH2:33]2)=[O:18])=[N:11][C:10]2[C:5](=[CH:6][CH:7]=[C:8]([O:19][CH3:20])[CH:9]=2)[N:4]=1. The yield is 0.940.